Dataset: Reaction yield outcomes from USPTO patents with 853,638 reactions. Task: Predict the reaction yield, written as a fraction of the theoretical maximum amount of product (1.0 means a 100% yield; for example, 0.34 means a 34% yield). (1) The reactants are [CH3:1][O:2][C:3]1[CH:4]=[C:5]2[C:10](=[CH:11][CH:12]=1)[N:9]([CH3:13])[C:8](=[O:14])[CH2:7][CH:6]2[CH3:15].FC(F)(F)[C:18](O)=[O:19].C1N2CN3CN(C2)CN1C3. No catalyst specified. The product is [CH3:1][O:2][C:3]1[CH:4]=[C:5]2[C:10](=[CH:11][C:12]=1[CH:18]=[O:19])[N:9]([CH3:13])[C:8](=[O:14])[CH2:7][CH:6]2[CH3:15]. The yield is 0.400. (2) The reactants are [F:1][C:2]1[C:7]([NH:8][S:9]([CH2:12][CH2:13][CH3:14])(=[O:11])=[O:10])=[CH:6][CH:5]=[C:4]([F:15])[C:3]=1[NH:16][C:17](=[O:25])OC1C=CC=CC=1.[CH2:26]([O:28][C:29]1[C:37]2[C:32](=[N:33][CH:34]=[N:35][C:36]=2[NH2:38])[NH:31][N:30]=1)[CH3:27]. The yield is 0.290. The catalyst is CS(C)=O. The product is [CH2:26]([O:28][C:29]1[C:37]2[C:32](=[N:33][CH:34]=[N:35][C:36]=2[NH:38][C:17](=[O:25])[NH:16][C:3]2[C:2]([F:1])=[C:7]([NH:8][S:9]([CH2:12][CH2:13][CH3:14])(=[O:10])=[O:11])[CH:6]=[CH:5][C:4]=2[F:15])[NH:31][N:30]=1)[CH3:27]. (3) The reactants are C[O:2][C:3]([C:5]1[CH:10]=[CH:9][C:8]([C:11]2[C:12]([CH3:55])([CH3:54])[C@H:13]3[C@:26]([CH3:29])([CH2:27][CH:28]=2)[C@@H:25]2[C@:16]([CH3:53])([C@@:17]4([CH3:52])[C@H:22]([CH2:23][CH2:24]2)[C@H:21]2[C@H:30]([C:33]([CH3:35])=[CH2:34])[CH2:31][CH2:32][C@:20]2([NH:36][CH2:37][CH2:38][N:39]2[CH2:44][CH2:43][N:42]([C:45]([O:47][C:48]([CH3:51])([CH3:50])[CH3:49])=[O:46])[CH2:41][CH2:40]2)[CH2:19][CH2:18]4)[CH2:15][CH2:14]3)=[CH:7][CH:6]=1)=[O:4].[OH-].[Na+]. The catalyst is O1CCOCC1. The product is [C:48]([O:47][C:45]([N:42]1[CH2:41][CH2:40][N:39]([CH2:38][CH2:37][NH:36][C@:20]23[CH2:32][CH2:31][C@@H:30]([C:33]([CH3:35])=[CH2:34])[C@@H:21]2[C@@H:22]2[C@@:17]([CH3:52])([CH2:18][CH2:19]3)[C@@:16]3([CH3:53])[C@@H:25]([C@:26]4([CH3:29])[C@@H:13]([CH2:14][CH2:15]3)[C:12]([CH3:55])([CH3:54])[C:11]([C:8]3[CH:9]=[CH:10][C:5]([C:3]([OH:4])=[O:2])=[CH:6][CH:7]=3)=[CH:28][CH2:27]4)[CH2:24][CH2:23]2)[CH2:44][CH2:43]1)=[O:46])([CH3:49])([CH3:50])[CH3:51]. The yield is 0.390. (4) The reactants are [Cl:1]N1C(=O)CCC1=O.[S:9]1[CH:13]=[CH:12][C:11]([C:14]([OH:16])=[O:15])=[CH:10]1. The catalyst is C(O)(=O)C. The product is [Cl:1][C:13]1[S:9][CH:10]=[C:11]([C:14]([OH:16])=[O:15])[CH:12]=1. The yield is 0.490. (5) The reactants are O[CH:2]([C:14]1[CH:19]=[CH:18][CH:17]=[CH:16][C:15]=1[S:20]([N:23]1[CH2:27][CH2:26][CH2:25][CH2:24]1)(=[O:22])=[O:21])[C:3]1[C:11]2[C:10](=[O:12])[CH2:9][CH2:8][CH2:7][C:6]=2[NH:5][C:4]=1[CH3:13].C([SiH](CC)CC)C.FC(F)(F)C(O)=O. The catalyst is ClCCl. The product is [CH3:13][C:4]1[NH:5][C:6]2[CH2:7][CH2:8][CH2:9][C:10](=[O:12])[C:11]=2[C:3]=1[CH2:2][C:14]1[CH:19]=[CH:18][CH:17]=[CH:16][C:15]=1[S:20]([N:23]1[CH2:24][CH2:25][CH2:26][CH2:27]1)(=[O:22])=[O:21]. The yield is 0.200. (6) The reactants are [ClH:1].[C:2]([C:6]1[CH:11]=[CH:10][N:9]=[CH:8][CH:7]=1)([CH3:5])([CH3:4])[CH3:3]. No catalyst specified. The product is [ClH:1].[C:2]([C:6]1[CH:11]=[CH:10][N:9]=[CH:8][CH:7]=1)([CH3:5])([CH3:4])[CH3:3]. The yield is 0.990. (7) The reactants are [CH3:1][O:2][C:3](=[O:30])[CH:4]=[CH:5][C:6]1[CH:11]=[CH:10][C:9]([O:12]CC2C=CC=CC=2)=[CH:8][C:7]=1[CH2:20][CH2:21][NH:22][C:23]([O:25][C:26]([CH3:29])([CH3:28])[CH3:27])=[O:24].[H][H]. The catalyst is C1COCC1.CO.[Pd]. The product is [CH3:1][O:2][C:3](=[O:30])[CH2:4][CH2:5][C:6]1[CH:11]=[CH:10][C:9]([OH:12])=[CH:8][C:7]=1[CH2:20][CH2:21][NH:22][C:23]([O:25][C:26]([CH3:28])([CH3:27])[CH3:29])=[O:24]. The yield is 0.340. (8) The catalyst is CN(C=O)C.Cl[Ni]1(Cl)[P](C2C=CC=CC=2)(C2C=CC=CC=2)CCC[P]1(C1C=CC=CC=1)C1C=CC=CC=1. The reactants are I[C:2]1[N:7]=[C:6]([C:8]2[CH:13]=[CH:12][CH:11]=[CH:10][CH:9]=2)[C:5]([O:14][CH2:15][O:16][CH3:17])=[CH:4][CH:3]=1.[CH2:18](OB(OCC)OCC)[CH3:19].C([O-])([O-])=O.[K+].[K+]. The yield is 0.770. The product is [CH2:18]([C:2]1[N:7]=[C:6]([C:8]2[CH:13]=[CH:12][CH:11]=[CH:10][CH:9]=2)[C:5]([O:14][CH2:15][O:16][CH3:17])=[CH:4][CH:3]=1)[CH3:19]. (9) The reactants are [Cl:1][C:2]1[C:3]2[NH:10][CH:9]=[CH:8][C:4]=2[N:5]=[CH:6][N:7]=1.[H-].[Na+].[CH2:24](C(OC(Cl)[CH2:24][C:25]1[CH:30]=[CH:29][CH:28]=[CH:27][CH:26]=1)Cl)[C:25]1[CH:30]=[CH:29][CH:28]=[CH:27][CH:26]=1.C1C(=O)N(Br)[C:34](=[O:35])C1.C1C[O:43][CH2:42]C1. No catalyst specified. The product is [CH2:24]([O:43][CH2:42][N:10]1[C:3]2[C:2]([Cl:1])=[N:7][CH:6]=[N:5][C:4]=2[C:8]([CH:34]=[O:35])=[CH:9]1)[C:25]1[CH:26]=[CH:27][CH:28]=[CH:29][CH:30]=1. The yield is 0.569.